Dataset: Full USPTO retrosynthesis dataset with 1.9M reactions from patents (1976-2016). Task: Predict the reactants needed to synthesize the given product. Given the product [OH:8][C:9]1[CH:10]=[C:11]2[C:16](=[CH:17][CH:18]=1)[C:15]([O:19][C:20]1[CH:25]=[CH:24][C:23]([O:26][CH2:27][CH2:28][N:29]3[CH2:30][CH2:31][CH2:32][CH2:33][CH2:34]3)=[CH:22][CH:21]=1)=[C:14]([O:35][S:36]([C:39]([F:41])([F:42])[F:40])(=[O:38])=[O:37])[CH:13]=[CH:12]2, predict the reactants needed to synthesize it. The reactants are: Cl.CCOCC.C[O:8][C:9]1[CH:10]=[C:11]2[C:16](=[CH:17][CH:18]=1)[C:15]([O:19][C:20]1[CH:25]=[CH:24][C:23]([O:26][CH2:27][CH2:28][N:29]3[CH2:34][CH2:33][CH2:32][CH2:31][CH2:30]3)=[CH:22][CH:21]=1)=[C:14]([O:35][S:36]([C:39]([F:42])([F:41])[F:40])(=[O:38])=[O:37])[CH:13]=[CH:12]2.B(Br)(Br)Br.